This data is from Peptide-MHC class I binding affinity with 185,985 pairs from IEDB/IMGT. The task is: Regression. Given a peptide amino acid sequence and an MHC pseudo amino acid sequence, predict their binding affinity value. This is MHC class I binding data. (1) The peptide sequence is QKPKEQHKRNY. The MHC is Mamu-B17 with pseudo-sequence Mamu-B17. The binding affinity (normalized) is 0. (2) The peptide sequence is VLIRRCHYL. The binding affinity (normalized) is 0.0847. The MHC is HLA-A26:01 with pseudo-sequence HLA-A26:01.